The task is: Predict the product of the given reaction.. This data is from Forward reaction prediction with 1.9M reactions from USPTO patents (1976-2016). (1) Given the reactants [H-].[H-].[H-].[H-].[Li+].[Al+3].[Cl:7][C:8]1[CH:13]=[CH:12][C:11]([C:14]2[C:18]([CH2:19][O:20][C:21]3[C:26]([F:27])=[CH:25][C:24]([CH2:28][CH:29]([CH3:35])[C:30](OCC)=[O:31])=[CH:23][C:22]=3[F:36])=[C:17]([C:37]([F:40])([F:39])[F:38])[S:16][N:15]=2)=[CH:10][CH:9]=1, predict the reaction product. The product is: [Cl:7][C:8]1[CH:13]=[CH:12][C:11]([C:14]2[C:18]([CH2:19][O:20][C:21]3[C:26]([F:27])=[CH:25][C:24]([CH2:28][CH:29]([CH3:35])[CH2:30][OH:31])=[CH:23][C:22]=3[F:36])=[C:17]([C:37]([F:39])([F:40])[F:38])[S:16][N:15]=2)=[CH:10][CH:9]=1. (2) Given the reactants [F:1][C:2]1[CH:7]=[CH:6][C:5]([O:8][CH3:9])=[CH:4][C:3]=1[C:10]1[N:15]=[CH:14][C:13]([NH:16][C:17]2[CH:27]=[CH:26][C:25]([CH3:28])=[CH:24][C:18]=2[C:19]([O:21]CC)=[O:20])=[CH:12][C:11]=1[CH3:29].[OH-].[Na+], predict the reaction product. The product is: [F:1][C:2]1[CH:7]=[CH:6][C:5]([O:8][CH3:9])=[CH:4][C:3]=1[C:10]1[N:15]=[CH:14][C:13]([NH:16][C:17]2[CH:27]=[CH:26][C:25]([CH3:28])=[CH:24][C:18]=2[C:19]([OH:21])=[O:20])=[CH:12][C:11]=1[CH3:29]. (3) Given the reactants [Cl:1][C:2]1[CH:3]=[N:4][N:5]([CH3:35])[C:6]=1[C:7]1[CH:21]=[C:20]([NH:22][C:23](=[O:34])[C:24]2[CH:29]=[CH:28][CH:27]=[C:26]([C:30]([F:33])([F:32])[F:31])[CH:25]=2)[CH:19]=[CH:18][C:8]=1[O:9][CH2:10][C:11]([O:13]C(C)(C)C)=[O:12].O.FC(F)(F)C(O)=O, predict the reaction product. The product is: [Cl:1][C:2]1[CH:3]=[N:4][N:5]([CH3:35])[C:6]=1[C:7]1[CH:21]=[C:20]([NH:22][C:23](=[O:34])[C:24]2[CH:29]=[CH:28][CH:27]=[C:26]([C:30]([F:32])([F:33])[F:31])[CH:25]=2)[CH:19]=[CH:18][C:8]=1[O:9][CH2:10][C:11]([OH:13])=[O:12]. (4) Given the reactants Br[C:2]1[CH:7]=[CH:6][CH:5]=[CH:4][N:3]=1.[CH3:8][O:9][C:10]1[C:15](B(O)O)=[CH:14][CH:13]=[C:12]([O:19][CH3:20])[N:11]=1.C([O-])([O-])=O.[K+].[K+], predict the reaction product. The product is: [CH3:8][O:9][C:10]1[C:15]([C:2]2[CH:7]=[CH:6][CH:5]=[CH:4][N:3]=2)=[CH:14][CH:13]=[C:12]([O:19][CH3:20])[N:11]=1. (5) Given the reactants [CH3:1][CH:2]([CH:13](C([O-])=O)[C:14]([O:16]CC)=[O:15])[CH2:3][CH:4]([CH3:12])[CH2:5][CH2:6][CH2:7][CH2:8][CH2:9][CH2:10][CH3:11].C(O)(=O)C.S(=O)(=O)(O)O, predict the reaction product. The product is: [CH3:1][CH:2]([CH2:3][CH:4]([CH3:12])[CH2:5][CH2:6][CH2:7][CH2:8][CH2:9][CH2:10][CH3:11])[CH2:13][C:14]([OH:16])=[O:15]. (6) Given the reactants Br[C:2]1[CH:3]=[C:4]([S:8]([NH:11][C:12]2[CH:21]=[CH:20][C:15]([C:16]([O:18][CH3:19])=[O:17])=[C:14]([OH:22])[CH:13]=2)(=[O:10])=[O:9])[S:5][C:6]=1[Cl:7].[F:23][C:24]1[CH:25]=[CH:26][C:27]([O:33][CH3:34])=[C:28](B(O)O)[CH:29]=1, predict the reaction product. The product is: [Cl:7][C:6]1[S:5][C:4]([S:8]([NH:11][C:12]2[CH:21]=[CH:20][C:15]([C:16]([O:18][CH3:19])=[O:17])=[C:14]([OH:22])[CH:13]=2)(=[O:10])=[O:9])=[CH:3][C:2]=1[C:26]1[CH:25]=[C:24]([F:23])[CH:29]=[CH:28][C:27]=1[O:33][CH3:34]. (7) Given the reactants [OH:1][C:2]1[CH:7]=[CH:6][C:5]([CH2:8][C:9]([O:16][C:17]2[CH:22]=[CH:21][C:20]([CH:23]([CH3:25])[CH3:24])=[CH:19][CH:18]=2)([CH3:15])[C:10]([O:12][CH2:13][CH3:14])=[O:11])=[CH:4][CH:3]=1.CS(O[CH2:31][CH2:32][NH:33][C:34](=[O:40])[O:35][C:36]([CH3:39])([CH3:38])[CH3:37])(=O)=O.C(=O)([O-])[O-].[K+].[K+], predict the reaction product. The product is: [C:36]([O:35][C:34]([NH:33][CH2:32][CH2:31][O:1][C:2]1[CH:7]=[CH:6][C:5]([CH2:8][C:9]([O:16][C:17]2[CH:18]=[CH:19][C:20]([CH:23]([CH3:24])[CH3:25])=[CH:21][CH:22]=2)([CH3:15])[C:10]([O:12][CH2:13][CH3:14])=[O:11])=[CH:4][CH:3]=1)=[O:40])([CH3:39])([CH3:38])[CH3:37].